From a dataset of Forward reaction prediction with 1.9M reactions from USPTO patents (1976-2016). Predict the product of the given reaction. (1) Given the reactants [Cl:1][C:2]1[CH:7]=[CH:6][C:5]([C:8]2[CH:13]=[C:12]([C:14]([F:17])([F:16])[F:15])[N:11]3[N:18]=[CH:19][C:20](I)=[C:10]3[N:9]=2)=[CH:4][CH:3]=1.[C:22]([C:24]1[CH:25]=[N:26][CH:27]=[CH:28][CH:29]=1)#[CH:23], predict the reaction product. The product is: [Cl:1][C:2]1[CH:7]=[CH:6][C:5]([C:8]2[CH:13]=[C:12]([C:14]([F:17])([F:16])[F:15])[N:11]3[N:18]=[CH:19][C:20]([C:23]#[C:22][C:24]4[CH:25]=[N:26][CH:27]=[CH:28][CH:29]=4)=[C:10]3[N:9]=2)=[CH:4][CH:3]=1. (2) Given the reactants [CH3:1][C:2]1[CH:7]=[CH:6][CH:5]=[C:4]([CH3:8])[C:3]=1[CH2:9][NH:10][C:11]1[C:12]2[N:13]([C:26]([CH3:30])=[C:27]([CH3:29])[N:28]=2)[CH:14]=[C:15]([C:17]2[O:21][C:20]([C:22]([O:24]C)=[O:23])=[CH:19][CH:18]=2)[CH:16]=1.[OH-].[Li+].Cl, predict the reaction product. The product is: [CH3:1][C:2]1[CH:7]=[CH:6][CH:5]=[C:4]([CH3:8])[C:3]=1[CH2:9][NH:10][C:11]1[C:12]2[N:13]([C:26]([CH3:30])=[C:27]([CH3:29])[N:28]=2)[CH:14]=[C:15]([C:17]2[O:21][C:20]([C:22]([OH:24])=[O:23])=[CH:19][CH:18]=2)[CH:16]=1. (3) Given the reactants [CH2:1]([Li])[CH2:2][CH2:3][CH3:4].[N+:6]([C:9]1[C:10]([N:15]2CCC(=O)[CH2:17][CH2:16]2)=[N:11][CH:12]=[CH:13][CH:14]=1)([O-:8])=[O:7], predict the reaction product. The product is: [CH2:4]=[C:3]1[CH2:17][CH2:16][N:15]([C:10]2[C:9]([N+:6]([O-:8])=[O:7])=[CH:14][CH:13]=[CH:12][N:11]=2)[CH2:1][CH2:2]1. (4) Given the reactants C[O:2][C:3](=[O:22])[C:4]1[CH:9]=[CH:8][N:7]=[CH:6][C:5]=1[C:10]#[C:11][C:12]1[CH:17]=[CH:16][C:15]([C:18]([CH3:21])([CH3:20])[CH3:19])=[CH:14][CH:13]=1, predict the reaction product. The product is: [C:18]([C:15]1[CH:16]=[CH:17][C:12]([C:11]2[O:2][C:3](=[O:22])[C:4]3[CH:9]=[CH:8][N:7]=[CH:6][C:5]=3[CH:10]=2)=[CH:13][CH:14]=1)([CH3:21])([CH3:20])[CH3:19]. (5) Given the reactants [Br:1][C:2]1[CH:3]=[C:4]([NH2:9])[C:5]([NH2:8])=[N:6][CH:7]=1.[Cl:10][C:11]1[CH:18]=[C:17]([OH:19])[CH:16]=[CH:15][C:12]=1[CH:13]=O, predict the reaction product. The product is: [Br:1][C:2]1[CH:3]=[C:4]2[N:9]=[C:13]([C:12]3[CH:15]=[CH:16][C:17]([OH:19])=[CH:18][C:11]=3[Cl:10])[NH:8][C:5]2=[N:6][CH:7]=1. (6) Given the reactants [CH3:1][O:2][C:3]1[CH:4]=[C:5]2[C:10](=[CH:11][CH:12]=1)[N:9]=[CH:8][C:7]([N+:13]([O-])=O)=[CH:6]2.Cl[Sn]Cl.O.[OH-].[Na+], predict the reaction product. The product is: [CH3:1][O:2][C:3]1[CH:4]=[C:5]2[C:10](=[CH:11][CH:12]=1)[N:9]=[CH:8][C:7]([NH2:13])=[CH:6]2. (7) Given the reactants C([O:9][C@@H:10]1[C@@H:18]([CH2:19]O)[O:17][C@H:16]2[C@H:12]([N:13]=[C:14]([N:21]3[CH2:24][CH2:23][CH2:22]3)[S:15]2)[C@H:11]1[O:25]C(=O)C1C=CC=CC=1)(=O)C1C=CC=CC=1.CCN(S(F)(F)[F:40])CC.CO.C([O-])([O-])=O.[K+].[K+], predict the reaction product. The product is: [N:21]1([C:14]2[S:15][C@H:16]3[O:17][C@H:18]([CH2:19][F:40])[C@@H:10]([OH:9])[C@H:11]([OH:25])[C@H:12]3[N:13]=2)[CH2:24][CH2:23][CH2:22]1. (8) Given the reactants [C:1]1([C:7]2[C:15]3[C:10](=[CH:11][CH:12]=[CH:13][CH:14]=3)[NH:9][C:8]=2[CH:16]=O)[CH:6]=[CH:5][CH:4]=[CH:3][CH:2]=1.Cl.[Cl:19][C:20]1[CH:25]=[CH:24][CH:23]=[C:22]([Cl:26])[C:21]=1[CH:27]1[CH2:32][CH2:31][NH:30][CH2:29][CH2:28]1.C([BH3-])#N, predict the reaction product. The product is: [Cl:26][C:22]1[CH:23]=[CH:24][CH:25]=[C:20]([Cl:19])[C:21]=1[CH:27]1[CH2:28][CH2:29][N:30]([CH2:16][C:8]2[NH:9][C:10]3[C:15]([C:7]=2[C:1]2[CH:6]=[CH:5][CH:4]=[CH:3][CH:2]=2)=[CH:14][CH:13]=[CH:12][CH:11]=3)[CH2:31][CH2:32]1.